Dataset: Catalyst prediction with 721,799 reactions and 888 catalyst types from USPTO. Task: Predict which catalyst facilitates the given reaction. (1) Reactant: [NH2:1][C:2]1[CH:9]=[CH:8][CH:7]=[CH:6][C:3]=1[C:4]#[N:5].C1C(=O)N([Br:17])C(=O)C1. Product: [NH2:1][C:2]1[CH:9]=[CH:8][C:7]([Br:17])=[CH:6][C:3]=1[C:4]#[N:5]. The catalyst class is: 4. (2) Reactant: [CH:1]1[CH:2]=CC2N(O)N=NC=2[CH:6]=1.C([C:13]1[CH:14]=[C:15]2[C:19](=[CH:20][CH:21]=1)[N:18]([CH:22]1[CH2:27][CH2:26][CH2:25][CH2:24][O:23]1)[N:17]=[C:16]2[C:28]1[CH:29]=[C:30]([CH:34]=[CH:35][CH:36]=1)[C:31]([OH:33])=O)#N.CCN=C=[N:41][CH2:42][CH2:43][CH2:44][N:45]([CH3:47])C.Cl.[NH2:49][CH2:50]CN1CCCCC1. Product: [C:50]([CH:25]1[CH2:24][O:23][CH:22]([N:18]2[C:19]3[C:15](=[CH:14][CH:13]=[CH:21][CH:20]=3)[C:16]([C:28]3[CH:29]=[C:30]([C:31]([NH:41][CH2:42][CH2:43][CH:44]4[CH2:2][CH2:1][CH2:6][CH2:47][NH:45]4)=[O:33])[CH:34]=[CH:35][CH:36]=3)=[N:17]2)[CH2:27][CH2:26]1)#[N:49]. The catalyst class is: 118. (3) Reactant: Cl[C:2]1[CH:3]=[C:4]([CH:7]=[C:8]([O:10][CH3:11])[N:9]=1)[CH:5]=[O:6].C([O-])([O-])=O.[Cs+].[Cs+].[CH3:18][C:19]1(C)[C:45]2C(=C(P(C3C=CC=CC=3)C3C=CC=CC=3)C=CC=2)OC2C(P(C3C=CC=CC=3)C3C=CC=CC=3)=CC=C[C:20]1=2.C([NH:64][C:65](=[O:67])[O-:66])(C)(C)C. Product: [CH:5]([C:4]1[CH:7]=[C:8]([O:10][CH3:11])[N:9]=[C:2]([NH:64][C:65](=[O:67])[O:66][C:19]([CH3:45])([CH3:20])[CH3:18])[CH:3]=1)=[O:6]. The catalyst class is: 333. (4) Reactant: [NH2:1][C:2]1[CH:7]=[CH:6][CH:5]=[CH:4][CH:3]=1.[CH2:8]([O:10][C:11](=[O:17])[C:12](=[N+:15]=[N-:16])[CH:13]=O)[CH3:9].C(O)(=O)C. Product: [CH2:8]([O:10][C:11]([C:12]1[N:15]=[N:16][N:1]([C:2]2[CH:7]=[CH:6][CH:5]=[CH:4][CH:3]=2)[CH:13]=1)=[O:17])[CH3:9]. The catalyst class is: 14.